Task: Predict the product of the given reaction.. Dataset: Forward reaction prediction with 1.9M reactions from USPTO patents (1976-2016) (1) Given the reactants C1(P(C2CCCCC2)C2C=CC=CC=2C2C(C(C)C)=CC(C(C)C)=CC=2C(C)C)CCCCC1.[O:35]1[CH2:40][CH2:39][N:38]([C:41]2[N:46]=[C:45]([NH2:47])[CH:44]=[CH:43][CH:42]=2)[CH2:37][CH2:36]1.Cl[C:49]1[C:58]2[C:53](=[CH:54][C:55]([F:60])=[CH:56][C:57]=2[F:59])[N:52]=[C:51]([N:61]2[CH2:66][CH2:65][N:64]([C:67]([O:69][C:70]([CH3:73])([CH3:72])[CH3:71])=[O:68])[CH2:63][CH2:62]2)[C:50]=1[CH3:74].CC(C)([O-])C.[Na+], predict the reaction product. The product is: [F:59][C:57]1[CH:56]=[C:55]([F:60])[CH:54]=[C:53]2[C:58]=1[C:49]([NH:47][C:45]1[CH:44]=[CH:43][CH:42]=[C:41]([N:38]3[CH2:39][CH2:40][O:35][CH2:36][CH2:37]3)[N:46]=1)=[C:50]([CH3:74])[C:51]([N:61]1[CH2:66][CH2:65][N:64]([C:67]([O:69][C:70]([CH3:72])([CH3:71])[CH3:73])=[O:68])[CH2:63][CH2:62]1)=[N:52]2. (2) Given the reactants C1CC1.[CH2:4]([O:6][C:7]([CH:9]1[CH2:11][C:10]1([C:18]1[CH:23]=[CH:22][CH:21]=[CH:20][CH:19]=1)[C:12]1[CH:17]=[CH:16][CH:15]=[CH:14][CH:13]=1)=[O:8])[CH3:5].[N:24]([O-])=[O:25].[Na+].O, predict the reaction product. The product is: [CH2:4]([O:6][C:7]([C:9]1[CH2:11][C:10]([C:18]2[CH:23]=[CH:22][CH:21]=[CH:20][CH:19]=2)([C:12]2[CH:17]=[CH:16][CH:15]=[CH:14][CH:13]=2)[O:25][N:24]=1)=[O:8])[CH3:5]. (3) Given the reactants [O:1]=[C:2]1[N:7]2[CH2:8][CH:9]([C:12]([O:14]C)=[O:13])[CH2:10][CH2:11][CH:6]2[CH2:5][CH2:4][O:3]1.O[Li].O, predict the reaction product. The product is: [O:1]=[C:2]1[N:7]2[CH2:8][CH:9]([C:12]([OH:14])=[O:13])[CH2:10][CH2:11][CH:6]2[CH2:5][CH2:4][O:3]1. (4) Given the reactants [CH2:1]([O:3][C:4](=[O:22])/[C:5](/[C:14]1[CH:19]=[CH:18][C:17](SC)=[CH:16][CH:15]=1)=[CH:6]/[CH2:7][CH:8]1[CH2:13][CH2:12][CH2:11][CH2:10][CH2:9]1)[CH3:2].O[O:24][S:25]([O-:27])=O.[K+].[CH3:29]O, predict the reaction product. The product is: [CH2:1]([O:3][C:4](=[O:22])/[C:5](/[C:14]1[CH:19]=[CH:18][C:17]([S:25]([CH3:29])(=[O:27])=[O:24])=[CH:16][CH:15]=1)=[CH:6]/[CH2:7][CH:8]1[CH2:13][CH2:12][CH2:11][CH2:10][CH2:9]1)[CH3:2].